Dataset: Reaction yield outcomes from USPTO patents with 853,638 reactions. Task: Predict the reaction yield, written as a fraction of the theoretical maximum amount of product (1.0 means a 100% yield; for example, 0.34 means a 34% yield). The reactants are [C:1]([C:4]1[CH:29]=[CH:28][C:7]([O:8][CH2:9][C:10]2[CH:15]=[CH:14][C:13]([CH:16]([OH:27])[C:17]3[CH:18]=[C:19]([C:23](=O)[CH2:24]Cl)[CH:20]=[CH:21][CH:22]=3)=[CH:12][CH:11]=2)=[C:6]([Cl:30])[C:5]=1[OH:31])(=[O:3])[CH3:2].[S-:32][C:33]#[N:34].[K+].C([OH:38])C. No catalyst specified. The product is [C:1]([C:4]1[CH:29]=[CH:28][C:7]([O:8][CH2:9][C:10]2[CH:15]=[CH:14][C:13]([CH:16]([OH:27])[C:17]3[CH:18]=[C:19]([C:23]4[NH:34][C:33](=[O:38])[S:32][CH:24]=4)[CH:20]=[CH:21][CH:22]=3)=[CH:12][CH:11]=2)=[C:6]([Cl:30])[C:5]=1[OH:31])(=[O:3])[CH3:2]. The yield is 0.0610.